Dataset: Catalyst prediction with 721,799 reactions and 888 catalyst types from USPTO. Task: Predict which catalyst facilitates the given reaction. (1) Reactant: [F:1][C:2]1([F:25])[CH2:7][CH2:6][CH:5]([CH2:8][C:9]2[N:13]3[C:14]([CH3:20])=[CH:15][C:16]([C:18]#[N:19])=[CH:17][C:12]3=[N:11][C:10]=2[C:21]([OH:24])([CH3:23])[CH3:22])[CH2:4][CH2:3]1.[H-].[Na+].I[CH2:29][CH3:30].[Cl-].[NH4+]. Product: [F:25][C:2]1([F:1])[CH2:7][CH2:6][CH:5]([CH2:8][C:9]2[N:13]3[C:14]([CH3:20])=[CH:15][C:16]([C:18]#[N:19])=[CH:17][C:12]3=[N:11][C:10]=2[C:21]([O:24][CH2:29][CH3:30])([CH3:22])[CH3:23])[CH2:4][CH2:3]1. The catalyst class is: 1. (2) Reactant: [Cl:1][C:2]1[CH:3]=[C:4]([CH:13]=[CH:14][C:15]=1[Cl:16])[CH2:5][N:6]1[CH2:11][CH2:10][CH:9]([NH2:12])[CH2:8][CH2:7]1.O.ON1C2C=CC=CC=2N=N1.[CH3:28][O:29][C:30](=[O:42])[C:31]1[CH:36]=[CH:35][C:34]([CH2:37][CH2:38][C:39](O)=[O:40])=[CH:33][CH:32]=1.Cl.CN(C)CCCN=C=NCC.C(=O)(O)[O-].[Na+]. Product: [CH3:28][O:29][C:30](=[O:42])[C:31]1[CH:36]=[CH:35][C:34]([CH2:37][CH2:38][C:39](=[O:40])[NH:12][CH:9]2[CH2:8][CH2:7][N:6]([CH2:5][C:4]3[CH:13]=[CH:14][C:15]([Cl:16])=[C:2]([Cl:1])[CH:3]=3)[CH2:11][CH2:10]2)=[CH:33][CH:32]=1. The catalyst class is: 143. (3) Reactant: [CH2:1]([O:8][C:9]1[CH:10]=[C:11]([CH:13]=[CH:14][CH:15]=1)[NH2:12])[C:2]1[CH:7]=[CH:6][CH:5]=[CH:4][CH:3]=1.N1C=CC=CC=1.Cl[C:23]([O:25][C:26]1[CH:31]=[CH:30][CH:29]=[CH:28][CH:27]=1)=[O:24]. Product: [C:26]1([O:25][C:23](=[O:24])[NH:12][C:11]2[CH:13]=[CH:14][CH:15]=[C:9]([O:8][CH2:1][C:2]3[CH:3]=[CH:4][CH:5]=[CH:6][CH:7]=3)[CH:10]=2)[CH:31]=[CH:30][CH:29]=[CH:28][CH:27]=1. The catalyst class is: 2. (4) Reactant: [NH2:1][C:2]1[N:3]=[CH:4][CH:5]=[C:6]2[CH:10]=[C:9]([C:11]([O:13][CH3:14])=[O:12])[NH:8][C:7]=12.[S:15]1[CH:19]=[CH:18][CH:17]=[C:16]1[S:20](Cl)(=[O:22])=[O:21].CN(C)C(=O)C. Product: [S:15]1[CH:19]=[CH:18][CH:17]=[C:16]1[S:20]([NH:1][C:2]1[N:3]=[CH:4][CH:5]=[C:6]2[CH:10]=[C:9]([C:11]([O:13][CH3:14])=[O:12])[NH:8][C:7]=12)(=[O:22])=[O:21]. The catalyst class is: 13.